From a dataset of Forward reaction prediction with 1.9M reactions from USPTO patents (1976-2016). Predict the product of the given reaction. (1) Given the reactants C1(P(C2CCCCC2)C2C=CC=CC=2C2C(C(C)C)=CC(C(C)C)=CC=2C(C)C)CCCCC1.[O:35]1[CH2:40][CH2:39][N:38]([C:41]2[CH:42]=[C:43]([NH2:47])[CH:44]=[N:45][CH:46]=2)[CH2:37][CH2:36]1.Cl[C:49]1[C:58]2[C:53](=[CH:54][C:55]([F:60])=[CH:56][C:57]=2[F:59])[N:52]=[C:51]([C:61]2[CH:62]=[N:63][CH:64]=[CH:65][CH:66]=2)[C:50]=1[CH3:67].CC(C)([O-])C.[Na+].[F:74][C:75]([F:86])([F:85])[C:76](O[C:76](=[O:77])[C:75]([F:86])([F:85])[F:74])=[O:77], predict the reaction product. The product is: [F:59][C:57]1[CH:56]=[C:55]([F:60])[CH:54]=[C:53]2[C:58]=1[C:49]([N:47]([C:43]1[CH:44]=[N:45][CH:46]=[C:41]([N:38]3[CH2:39][CH2:40][O:35][CH2:36][CH2:37]3)[CH:42]=1)[C:76](=[O:77])[C:75]([F:86])([F:85])[F:74])=[C:50]([CH3:67])[C:51]([C:61]1[CH:62]=[N:63][CH:64]=[CH:65][CH:66]=1)=[N:52]2. (2) Given the reactants [H-].[Na+].[N:3]1([CH:8]2[CH2:13][CH2:12][CH2:11][CH:10]([NH:14][C:15]3[CH:22]=[CH:21][C:18]([C:19]#[N:20])=[C:17]([C:23]([F:26])([F:25])[F:24])[CH:16]=3)[CH2:9]2)[CH:7]=[N:6][CH:5]=[N:4]1.I[CH3:28], predict the reaction product. The product is: [N:3]1([CH:8]2[CH2:13][CH2:12][CH2:11][CH:10]([N:14]([CH3:28])[C:15]3[CH:22]=[CH:21][C:18]([C:19]#[N:20])=[C:17]([C:23]([F:25])([F:24])[F:26])[CH:16]=3)[CH2:9]2)[CH:7]=[N:6][CH:5]=[N:4]1. (3) Given the reactants [CH3:1][N:2]1[CH:6]=[CH:5][C:4]([NH:7][C:8]2[C:17]3[C:12](=[CH:13][CH:14]=[C:15]([OH:18])[CH:16]=3)[N:11]=[CH:10][N:9]=2)=[N:3]1.[F:19][C:20]1[CH:25]=[CH:24][CH:23]=[C:22]([S:26]([CH3:29])(=[O:28])=[O:27])[C:21]=1F.C(O[K])(C)(C)C.O, predict the reaction product. The product is: [F:19][C:20]1[CH:21]=[C:22]([S:26]([CH3:29])(=[O:28])=[O:27])[CH:23]=[CH:24][C:25]=1[O:18][C:15]1[CH:16]=[C:17]2[C:12](=[CH:13][CH:14]=1)[N:11]=[CH:10][N:9]=[C:8]2[NH:7][C:4]1[CH:5]=[CH:6][N:2]([CH3:1])[N:3]=1. (4) Given the reactants S(Cl)(Cl)=O.[N:5]1[CH:10]=[CH:9][CH:8]=[C:7]([C:11]([OH:13])=[O:12])[CH:6]=1.[Br:14]Br, predict the reaction product. The product is: [Br:14][C:9]1[CH:8]=[C:7]([C:11]([OH:13])=[O:12])[CH:6]=[N:5][CH:10]=1. (5) Given the reactants [C:1]([C:3]1[S:4][CH:5]=[C:6]([C:8]([O:10][CH3:11])=[O:9])[N:7]=1)#[CH:2].[C:12]1([C:18]([SH:31])([C:25]2[CH:30]=[CH:29][CH:28]=[CH:27][CH:26]=2)[C:19]2[CH:24]=[CH:23][CH:22]=[CH:21][CH:20]=2)[CH:17]=[CH:16][CH:15]=[CH:14][CH:13]=1.CC(C)([O-])C.[K+].[Cl-].[NH4+], predict the reaction product. The product is: [CH3:11][O:10][C:8]([C:6]1[N:7]=[C:3](/[CH:1]=[CH:2]\[S:31][C:18]([C:12]2[CH:17]=[CH:16][CH:15]=[CH:14][CH:13]=2)([C:25]2[CH:26]=[CH:27][CH:28]=[CH:29][CH:30]=2)[C:19]2[CH:20]=[CH:21][CH:22]=[CH:23][CH:24]=2)[S:4][CH:5]=1)=[O:9]. (6) Given the reactants NN1[CH2:7][CH2:6]CCC1.[Cl:8]CCl.Cl[C:12]1[CH:17]=[C:16](Cl)C=C[C:13]=1[C:19]1[NH:23][N:22]=C([C:24]([OH:26])=[O:25])C=1C, predict the reaction product. The product is: [CH2:6]([O:26][C:24]([Cl:8])=[O:25])[CH3:7].[NH2:22][N:23]1[CH2:16][CH2:17][CH2:12][CH2:13][CH2:19]1. (7) Given the reactants [H-].C([Al+]CC(C)C)C(C)C.[Br:11][CH:12]1[N:16]([CH2:17][C:18]#[C:19][CH3:20])[C:15]([C:21]([O:23][CH3:24])=[O:22])=[C:14]([C:25](OC)=[O:26])[NH:13]1, predict the reaction product. The product is: [Br:11][C:12]1[N:16]([CH2:17][C:18]#[C:19][CH3:20])[C:15]([C:21]([O:23][CH3:24])=[O:22])=[C:14]([CH:25]=[O:26])[N:13]=1. (8) Given the reactants [Br:1][C:2]1[N:7]=[C:6]2[C:8]([CH3:28])=[C:9]([CH:11]([NH:18][C:19]3[CH:27]=[CH:26][C:22]([C:23](O)=[O:24])=[CH:21][CH:20]=3)[CH:12]3[CH2:17][CH2:16][CH2:15][CH2:14][CH2:13]3)[O:10][C:5]2=[CH:4][CH:3]=1.Cl.[CH2:30]([O:32][C:33](=[O:37])[CH2:34][CH2:35][NH2:36])[CH3:31].O.ON1C2C=CC=CC=2N=N1.Cl.C(N=C=NCCCN(C)C)C.[Cl-].[NH4+], predict the reaction product. The product is: [Br:1][C:2]1[N:7]=[C:6]2[C:8]([CH3:28])=[C:9]([CH:11]([NH:18][C:19]3[CH:20]=[CH:21][C:22]([C:23]([NH:36][CH2:35][CH2:34][C:33]([O:32][CH2:30][CH3:31])=[O:37])=[O:24])=[CH:26][CH:27]=3)[CH:12]3[CH2:17][CH2:16][CH2:15][CH2:14][CH2:13]3)[O:10][C:5]2=[CH:4][CH:3]=1. (9) Given the reactants [C:1]([SiH2:5][O:6][C:7]([CH3:14])([CH3:13])[C@H:8]([NH2:12])[CH:9]([CH3:11])[CH3:10])([CH3:4])([CH3:3])[CH3:2].[Br:15][C:16]1[CH:17]=[N:18][CH:19]=[C:20](Br)[CH:21]=1, predict the reaction product. The product is: [Br:15][C:16]1[CH:21]=[C:20]([NH:12][C@@H:8]([C:7]([CH3:13])([CH3:14])[O:6][SiH2:5][C:1]([CH3:4])([CH3:3])[CH3:2])[CH:9]([CH3:10])[CH3:11])[CH:19]=[N:18][CH:17]=1. (10) Given the reactants Br[CH2:2][C:3]1[CH:8]=[CH:7][N:6]=[C:5]([C:9]([O:11][CH3:12])=[O:10])[CH:4]=1.[NH:13]1[CH:17]=[N:16][CH:15]=[N:14]1, predict the reaction product. The product is: [N:13]1([CH2:2][C:3]2[CH:8]=[CH:7][N:6]=[C:5]([C:9]([O:11][CH3:12])=[O:10])[CH:4]=2)[CH:17]=[N:16][CH:15]=[N:14]1.